The task is: Predict the product of the given reaction.. This data is from Forward reaction prediction with 1.9M reactions from USPTO patents (1976-2016). (1) Given the reactants [CH2:1]([N:3]1[CH:7]=[CH:6][N:5]=[C:4]1[CH2:8][S:9][C:10]1[N:15]=[C:14]([OH:16])[CH:13]=[C:12]([CH3:17])[N:11]=1)[CH3:2].[ClH:18].O1CCOCC1, predict the reaction product. The product is: [ClH:18].[ClH:18].[CH2:1]([N:3]1[CH:7]=[CH:6][N:5]=[C:4]1[CH2:8][S:9][C:10]1[N:15]=[C:14]([OH:16])[CH:13]=[C:12]([CH3:17])[N:11]=1)[CH3:2]. (2) Given the reactants Cl.Cl.[N:3]1([NH:9][C:10]([C:12]2[CH:13]=[N:14][C:15]([C:18]3[CH:23]=[CH:22][CH:21]=[CH:20][CH:19]=3)=[N:16][CH:17]=2)=[O:11])[CH2:8][CH2:7][NH:6][CH2:5][CH2:4]1.[F:24][C:25]([F:36])([F:35])[C:26](O[C:26](=[O:27])[C:25]([F:36])([F:35])[F:24])=[O:27].CCN(CC)CC, predict the reaction product. The product is: [F:24][C:25]([F:36])([F:35])[C:26]([N:6]1[CH2:5][CH2:4][N:3]([NH:9][C:10]([C:12]2[CH:17]=[N:16][C:15]([C:18]3[CH:19]=[CH:20][CH:21]=[CH:22][CH:23]=3)=[N:14][CH:13]=2)=[O:11])[CH2:8][CH2:7]1)=[O:27]. (3) Given the reactants [NH2:1][C:2]1[C:12]([Cl:13])=[C:11]([CH:14]=O)[C:10]([C:16]([F:19])([F:18])[F:17])=[CH:9][C:3]=1[C:4]([O:6][CH2:7][CH3:8])=[O:5].[CH2:20]1[NH:25][CH2:24][CH2:23][N:22]2[CH2:26][CH2:27][CH2:28][C@@H:21]12, predict the reaction product. The product is: [CH2:20]1[N:25]([CH2:14][C:11]2[C:10]([C:16]([F:19])([F:18])[F:17])=[CH:9][C:3]([C:4]([O:6][CH2:7][CH3:8])=[O:5])=[C:2]([NH2:1])[C:12]=2[Cl:13])[CH2:24][CH2:23][N:22]2[CH2:26][CH2:27][CH2:28][C@@H:21]12. (4) Given the reactants [CH3:1][O:2][C:3]1[CH:8]=[C:7]([CH3:9])[N:6]=[C:5]([N:10]2[CH2:14][CH2:13][C:12]3([CH2:19][CH2:18][CH2:17][N:16]([CH2:20][C:21]4[C:29]5[C:24](=[CH:25][CH:26]=[CH:27][CH:28]=5)[N:23](S(C5C=CC(C)=CC=5)(=O)=O)[CH:22]=4)[C:15]3=[O:40])[CH2:11]2)[N:4]=1.C(=O)([O-])[O-].[Cs+].[Cs+].CCOC(C)=O, predict the reaction product. The product is: [NH:23]1[C:24]2[C:29](=[CH:28][CH:27]=[CH:26][CH:25]=2)[C:21]([CH2:20][N:16]2[CH2:17][CH2:18][CH2:19][C:12]3([CH2:11][N:10]([C:5]4[N:4]=[C:3]([O:2][CH3:1])[CH:8]=[C:7]([CH3:9])[N:6]=4)[CH2:14][CH2:13]3)[C:15]2=[O:40])=[CH:22]1. (5) The product is: [Cl:17][C:18]1[C:23]([Cl:24])=[CH:22][CH:21]=[CH:20][C:19]=1[C:25]1[CH:30]=[N:29][C:28]([CH:31]([NH:33][C:2]2[N:7]=[C:6]([N:8]3[C@@H:12]([C@H:13]([OH:15])[CH3:14])[CH2:11][O:10][C:9]3=[O:16])[CH:5]=[CH:4][N:3]=2)[CH3:32])=[N:27][CH:26]=1. Given the reactants F[C:2]1[N:7]=[C:6]([N:8]2[C@@H:12]([C@H:13]([OH:15])[CH3:14])[CH2:11][O:10][C:9]2=[O:16])[CH:5]=[CH:4][N:3]=1.[Cl:17][C:18]1[C:23]([Cl:24])=[CH:22][CH:21]=[CH:20][C:19]=1[C:25]1[CH:26]=[N:27][C:28]([CH:31]([NH2:33])[CH3:32])=[N:29][CH:30]=1.O, predict the reaction product.